The task is: Regression. Given a peptide amino acid sequence and an MHC pseudo amino acid sequence, predict their binding affinity value. This is MHC class II binding data.. This data is from Peptide-MHC class II binding affinity with 134,281 pairs from IEDB. The peptide sequence is YTTEGGTKTEAEDVI. The MHC is DRB1_1201 with pseudo-sequence DRB1_1201. The binding affinity (normalized) is 0.137.